Dataset: Merck oncology drug combination screen with 23,052 pairs across 39 cell lines. Task: Regression. Given two drug SMILES strings and cell line genomic features, predict the synergy score measuring deviation from expected non-interaction effect. (1) Drug 2: N#Cc1ccc(Cn2cncc2CN2CCN(c3cccc(Cl)c3)C(=O)C2)cc1. Drug 1: CC(=O)OC1C(=O)C2(C)C(O)CC3OCC3(OC(C)=O)C2C(OC(=O)c2ccccc2)C2(O)CC(OC(=O)C(O)C(NC(=O)c3ccccc3)c3ccccc3)C(C)=C1C2(C)C. Synergy scores: synergy=10.0. Cell line: ES2. (2) Drug 1: COc1cc(C2c3cc4c(cc3C(OC3OC5COC(C)OC5C(O)C3O)C3COC(=O)C23)OCO4)cc(OC)c1O. Drug 2: CNC(=O)c1cc(Oc2ccc(NC(=O)Nc3ccc(Cl)c(C(F)(F)F)c3)cc2)ccn1. Cell line: NCIH520. Synergy scores: synergy=12.6. (3) Drug 1: CCC1=CC2CN(C1)Cc1c([nH]c3ccccc13)C(C(=O)OC)(c1cc3c(cc1OC)N(C)C1C(O)(C(=O)OC)C(OC(C)=O)C4(CC)C=CCN5CCC31C54)C2. Drug 2: Cc1nc(Nc2ncc(C(=O)Nc3c(C)cccc3Cl)s2)cc(N2CCN(CCO)CC2)n1. Cell line: ZR751. Synergy scores: synergy=-15.5. (4) Drug 1: N#Cc1ccc(Cn2cncc2CN2CCN(c3cccc(Cl)c3)C(=O)C2)cc1. Drug 2: Cc1nc(Nc2ncc(C(=O)Nc3c(C)cccc3Cl)s2)cc(N2CCN(CCO)CC2)n1. Cell line: SW837. Synergy scores: synergy=22.7. (5) Drug 1: Cn1c(=O)n(-c2ccc(C(C)(C)C#N)cc2)c2c3cc(-c4cnc5ccccc5c4)ccc3ncc21. Drug 2: Cn1cc(-c2cnn3c(N)c(Br)c(C4CCCNC4)nc23)cn1. Cell line: KPL1. Synergy scores: synergy=13.3. (6) Drug 1: CC(C)CC(NC(=O)C(Cc1ccccc1)NC(=O)c1cnccn1)B(O)O. Drug 2: NC1CCCCC1N.O=C(O)C(=O)O.[Pt+2]. Cell line: VCAP. Synergy scores: synergy=-3.69. (7) Drug 1: O=c1[nH]cc(F)c(=O)[nH]1. Drug 2: Cn1nnc2c(C(N)=O)ncn2c1=O. Cell line: LOVO. Synergy scores: synergy=-18.0. (8) Cell line: HT29. Drug 2: COC1CC2CCC(C)C(O)(O2)C(=O)C(=O)N2CCCCC2C(=O)OC(C(C)CC2CCC(OP(C)(C)=O)C(OC)C2)CC(=O)C(C)C=C(C)C(O)C(OC)C(=O)C(C)CC(C)C=CC=CC=C1C. Synergy scores: synergy=15.8. Drug 1: CC1CC2C3CCC4=CC(=O)C=CC4(C)C3(F)C(O)CC2(C)C1(O)C(=O)CO.